Dataset: Reaction yield outcomes from USPTO patents with 853,638 reactions. Task: Predict the reaction yield, written as a fraction of the theoretical maximum amount of product (1.0 means a 100% yield; for example, 0.34 means a 34% yield). (1) The reactants are [NH2:1][C@@H:2]1[CH2:7][CH2:6][CH2:5][N:4]([C:8]2[N:9]([CH2:16][C:17]3[CH:24]=[CH:23][CH:22]=[CH:21][C:18]=3[C:19]#[N:20])[C:10](=[O:15])[C:11](Br)=[CH:12][N:13]=2)[CH2:3]1.[CH3:25][Si:26]([C:29]#[CH:30])([CH3:28])[CH3:27].C(N(CC)CC)C. The catalyst is C1COCC1.CCOC(C)=O.[Cu](I)I.C1(P(C2C=CC=CC=2)C2C=CC=CC=2)C=CC=CC=1. The product is [NH2:1][C@@H:2]1[CH2:7][CH2:6][CH2:5][N:4]([C:8]2[N:9]([CH2:16][C:17]3[CH:24]=[CH:23][CH:22]=[CH:21][C:18]=3[C:19]#[N:20])[C:10](=[O:15])[C:11]([C:30]#[C:29][Si:26]([CH3:28])([CH3:27])[CH3:25])=[CH:12][N:13]=2)[CH2:3]1. The yield is 0.850. (2) The reactants are [OH:1][CH2:2][CH2:3][C:4]1[CH:11]=[CH:10][C:7]([C:8]#[N:9])=[CH:6][CH:5]=1.[CH3:12][C:13]1[CH:18]=[CH:17][C:16]([S:19](Cl)(=[O:21])=[O:20])=[CH:15][CH:14]=1.C(N(CC)CC)C.O. The catalyst is O1CCCC1. The product is [CH3:12][C:13]1[CH:18]=[CH:17][C:16]([S:19]([O:1][CH2:2][CH2:3][C:4]2[CH:11]=[CH:10][C:7]([C:8]#[N:9])=[CH:6][CH:5]=2)(=[O:21])=[O:20])=[CH:15][CH:14]=1. The yield is 0.430.